From a dataset of Forward reaction prediction with 1.9M reactions from USPTO patents (1976-2016). Predict the product of the given reaction. (1) Given the reactants [CH3:1][Si:2]([CH3:20])([CH3:19])[CH2:3][CH2:4][S:5]([N:8]1[CH2:13][CH2:12][CH2:11][CH:10]([C:14](OCC)=[O:15])[CH2:9]1)(=[O:7])=[O:6].[Li+].[BH4-], predict the reaction product. The product is: [CH3:1][Si:2]([CH3:20])([CH3:19])[CH2:3][CH2:4][S:5]([N:8]1[CH2:13][CH2:12][CH2:11][CH:10]([CH2:14][OH:15])[CH2:9]1)(=[O:7])=[O:6]. (2) Given the reactants [O:1]1[C:5]2[CH:6]=[CH:7][C:8]([O:10][CH2:11][CH2:12][CH2:13][C:14]([OH:16])=O)=[CH:9][C:4]=2[O:3][CH2:2]1.C1C=CC2N(O)N=NC=2C=1.CCN=C=NCCCN(C)C.C(N(C(C)C)CC)(C)C.[CH:47]1([NH:53][CH3:54])[CH2:52][CH2:51][CH2:50][CH2:49][CH2:48]1, predict the reaction product. The product is: [O:1]1[C:5]2[CH:6]=[CH:7][C:8]([O:10][CH2:11][CH2:12][CH2:13][C:14]([N:53]([CH:47]3[CH2:52][CH2:51][CH2:50][CH2:49][CH2:48]3)[CH3:54])=[O:16])=[CH:9][C:4]=2[O:3][CH2:2]1. (3) Given the reactants [F:1][C:2]([F:26])([F:25])[C:3]1[CH:20]=[C:19]([C:21]([F:24])([F:23])[F:22])[CH:18]=[CH:17][C:4]=1[CH2:5][O:6][C:7]1[CH:14]=[CH:13][C:10]([CH:11]=O)=[C:9]([O:15][CH3:16])[CH:8]=1.[S:27]1[CH2:31][C:30](=[O:32])[NH:29][C:28]1=[O:33].N1CCCCC1, predict the reaction product. The product is: [F:1][C:2]([F:25])([F:26])[C:3]1[CH:20]=[C:19]([C:21]([F:24])([F:23])[F:22])[CH:18]=[CH:17][C:4]=1[CH2:5][O:6][C:7]1[CH:14]=[CH:13][C:10](/[CH:11]=[C:31]2/[C:30](=[O:32])[NH:29][C:28](=[O:33])[S:27]/2)=[C:9]([O:15][CH3:16])[CH:8]=1. (4) Given the reactants [C:1]([C:3]1[CH:4]=[C:5]([CH:19]=[C:20]([C:24]([F:27])([F:26])[F:25])[C:21]=1[O:22]C)[C:6]([N:8]1[C:12]2[CH:13]=[CH:14][CH:15]=[CH:16][C:11]=2[S:10](=[O:18])(=[O:17])[CH2:9]1)=[O:7])#[N:2].[Cl-].[Li+].Cl, predict the reaction product. The product is: [C:1]([C:3]1[CH:4]=[C:5]([CH:19]=[C:20]([C:24]([F:27])([F:25])[F:26])[C:21]=1[OH:22])[C:6]([N:8]1[C:12]2[CH:13]=[CH:14][CH:15]=[CH:16][C:11]=2[S:10](=[O:17])(=[O:18])[CH2:9]1)=[O:7])#[N:2].